Dataset: Catalyst prediction with 721,799 reactions and 888 catalyst types from USPTO. Task: Predict which catalyst facilitates the given reaction. (1) Reactant: [NH2:1][CH2:2][C:3]1[CH:12]=[CH:11][C:6]([C:7]([O:9][CH3:10])=[O:8])=[CH:5][CH:4]=1.C(C1(N[C:34]([CH:36](NC(N2CCOCC2)=O)CC(C)(C)C)=[O:35])CC(C2C=CC=CC=2)NC(C2C=CC=CC=2)C1)#N. Product: [CH3:10][O:9][C:7](=[O:8])[C:6]1[CH:5]=[CH:4][C:3]([CH2:2][NH:1][C:34](=[O:35])[CH3:36])=[CH:12][CH:11]=1. The catalyst class is: 15. (2) Reactant: [C:1]1([NH:7][C:8]([NH2:10])=[S:9])[CH:6]=[CH:5][CH:4]=[CH:3][CH:2]=1.Br[CH2:12][C:13]([C:15]1[CH:24]=[CH:23][C:22]2[NH:21][C:20](=[O:25])[C:19]3[NH:26][CH:27]=[CH:28][C:18]=3[C:17]=2[CH:16]=1)=O.[CH2:29]([C:31]([O-:33])=[O:32])[CH3:30].C(N(CC)CC)C. Product: [O:25]=[C:20]1[C:19]2[NH:26][CH:27]=[CH:28][C:18]=2[C:17]2[CH:16]=[C:15]([C:13]3[N:10]=[C:8]([NH:7][C:1]4[CH:6]=[CH:5][CH:4]=[CH:3][CH:2]=4)[S:9][CH:12]=3)[CH:24]=[CH:23][C:22]=2[NH:21]1.[CH2:29]([C:31]([O-:33])=[O:32])[CH3:30]. The catalyst class is: 8. (3) Reactant: [C:1]([CH2:4][CH:5]([OH:44])[CH2:6][CH:7]([OH:43])[CH2:8][CH2:9][C:10]1[N:14]([CH:15]([CH3:17])[CH3:16])[C:13]([C:18]([NH:20][C:21]2[CH:29]=[CH:28][C:24]([C:25]([OH:27])=[O:26])=[CH:23][N:22]=2)=[O:19])=[C:12]([C:30]2[CH:35]=[CH:34][CH:33]=[CH:32][CH:31]=2)[C:11]=1[C:36]1[CH:41]=[CH:40][C:39]([F:42])=[CH:38][CH:37]=1)([OH:3])=[O:2].[OH-].[Na+:46].C1(C)C=CC=CC=1. Product: [Na+:46].[Na+:46].[C:1]([CH2:4][CH:5]([OH:44])[CH2:6][CH:7]([OH:43])[CH2:8][CH2:9][C:10]1[N:14]([CH:15]([CH3:17])[CH3:16])[C:13]([C:18]([NH:20][C:21]2[CH:29]=[CH:28][C:24]([C:25]([O-:27])=[O:26])=[CH:23][N:22]=2)=[O:19])=[C:12]([C:30]2[CH:35]=[CH:34][CH:33]=[CH:32][CH:31]=2)[C:11]=1[C:36]1[CH:37]=[CH:38][C:39]([F:42])=[CH:40][CH:41]=1)([OH:3])=[O:2].[C:1]([CH2:4][CH:5]([OH:44])[CH2:6][CH:7]([OH:43])[CH2:8][CH2:9][C:10]1[N:14]([CH:15]([CH3:17])[CH3:16])[C:13]([C:18]([NH:20][C:21]2[CH:29]=[CH:28][C:24]([C:25]([O-:27])=[O:26])=[CH:23][N:22]=2)=[O:19])=[C:12]([C:30]2[CH:35]=[CH:34][CH:33]=[CH:32][CH:31]=2)[C:11]=1[C:36]1[CH:37]=[CH:38][C:39]([F:42])=[CH:40][CH:41]=1)([OH:3])=[O:2]. The catalyst class is: 5. (4) Reactant: [Cl:1][C:2]1[CH:7]=[CH:6][C:5]([NH:8]C(=O)C(C)(C)C)=[C:4]([C:15](=[O:28])[C:16]2[CH:21]=[CH:20][CH:19]=[C:18]([C:22]([F:25])([F:24])[F:23])[C:17]=2[O:26][CH3:27])[CH:3]=1.[OH-].[Na+].O. Product: [NH2:8][C:5]1[CH:6]=[CH:7][C:2]([Cl:1])=[CH:3][C:4]=1[C:15]([C:16]1[CH:21]=[CH:20][CH:19]=[C:18]([C:22]([F:23])([F:24])[F:25])[C:17]=1[O:26][CH3:27])=[O:28]. The catalyst class is: 8. (5) Reactant: O=[C:2]1[CH2:8][CH:7]([C:9]2[CH:14]=[CH:13][CH:12]=[CH:11][CH:10]=2)[CH2:6][CH2:5][CH2:4][CH:3]1[C:15]([O:17]C)=O.[N+]([O-])(O)=O.[NH2:23][C:24]([NH2:26])=[NH:25].C(=O)([O-])[O-].[K+].[K+].O. Product: [NH2:26][C:24]1[N:23]=[C:15]([OH:17])[C:3]2[CH2:4][CH2:5][CH2:6][CH:7]([C:9]3[CH:14]=[CH:13][CH:12]=[CH:11][CH:10]=3)[CH2:8][C:2]=2[N:25]=1. The catalyst class is: 875. (6) Reactant: C(OC([N:11]([CH2:13][C:14]1[CH:15]=[C:16]([NH:27][C:28]([O:30][CH2:31][C@@H:32]([C:34]2[CH:39]=[CH:38][C:37](B(O)O)=[CH:36][C:35]=2[CH3:43])[CH3:33])=[O:29])[CH:17]=[C:18]([F:26])[C:19]=1[O:20][CH2:21][CH2:22][CH2:23][O:24][CH3:25])[CH3:12])=O)C1C=CC=CC=1.[NH2:44][C:45]1[CH:46]=[C:47]2[C:52](=[CH:53][CH:54]=1)[C:51]([N:55]([C:63]([O:65][C:66]([CH3:69])([CH3:68])[CH3:67])=[O:64])[C:56]([O:58][C:59]([CH3:62])([CH3:61])[CH3:60])=[O:57])=[N:50][CH:49]=[CH:48]2.O.[C:71]([OH:75])(=[O:74])[CH:72]=O. Product: [C:66]([O:65][C:63]([N:55]([C:56]([O:58][C:59]([CH3:60])([CH3:61])[CH3:62])=[O:57])[C:51]1[C:52]2[C:47](=[CH:46][C:45]([NH:44][CH:72]([C:37]3[CH:38]=[CH:39][C:34]([C@@H:32]([CH3:33])[CH2:31][O:30][C:28](=[O:29])[NH:27][C:16]4[CH:15]=[C:14]([CH2:13][NH:11][CH3:12])[C:19]([O:20][CH2:21][CH2:22][CH2:23][O:24][CH3:25])=[C:18]([F:26])[CH:17]=4)=[C:35]([CH3:43])[CH:36]=3)[C:71]([OH:75])=[O:74])=[CH:54][CH:53]=2)[CH:48]=[CH:49][N:50]=1)=[O:64])([CH3:69])([CH3:68])[CH3:67]. The catalyst class is: 705. (7) Reactant: [NH:1]1[CH2:6][CH2:5][O:4][CH2:3][CH2:2]1.[Cl:7][C:8]1[CH:13]=[CH:12][C:11]([NH:14][C:15]2[CH:20]=[C:19](F)[N:18]=[C:17]([C:22]#[N:23])[N:16]=2)=[CH:10][CH:9]=1. Product: [Cl:7][C:8]1[CH:9]=[CH:10][C:11]([NH:14][C:15]2[CH:20]=[C:19]([N:1]3[CH2:6][CH2:5][O:4][CH2:3][CH2:2]3)[N:18]=[C:17]([C:22]#[N:23])[N:16]=2)=[CH:12][CH:13]=1. The catalyst class is: 32. (8) Reactant: [NH:1]1[C:5]2[CH:6]=[CH:7][CH:8]=[CH:9][C:4]=2[N:3]=[C:2]1[C:10]1[C:11]([NH2:15])=[N:12][O:13][N:14]=1.C(=O)([O-])[O-].[K+].[K+].[Cl:22][C:23]1[CH:32]=[CH:31][C:26]([C:27](=[O:30])[CH2:28]Br)=[CH:25][C:24]=1[N+:33]([O-:35])=[O:34]. Product: [Cl:22][C:23]1[CH:32]=[CH:31][C:26]([C:27](=[O:30])[CH2:28][N:3]2[C:4]3[CH:9]=[CH:8][CH:7]=[CH:6][C:5]=3[N:1]=[C:2]2[C:10]2[C:11]([NH2:15])=[N:12][O:13][N:14]=2)=[CH:25][C:24]=1[N+:33]([O-:35])=[O:34]. The catalyst class is: 39. (9) Reactant: [CH2:1]([O:3][C:4](=[O:32])[CH:5]([C:10]1[CH:11]=[C:12]([C:22]2[CH:27]=[CH:26][C:25]([C:28]([F:31])([F:30])[F:29])=[CH:24][CH:23]=2)[CH:13]=[C:14]([CH:16]2[CH2:21][CH2:20][CH2:19][NH:18][CH2:17]2)[CH:15]=1)[CH2:6][CH:7]([CH3:9])[CH3:8])[CH3:2].I[C:34]1[CH:39]=[CH:38][C:37]([C:40]([F:43])([F:42])[F:41])=[CH:36][CH:35]=1.CC(C)([O-])C.[Na+]. Product: [CH2:1]([O:3][C:4](=[O:32])[CH:5]([C:10]1[CH:11]=[C:12]([C:22]2[CH:23]=[CH:24][C:25]([C:28]([F:29])([F:30])[F:31])=[CH:26][CH:27]=2)[CH:13]=[C:14]([CH:16]2[CH2:21][CH2:20][CH2:19][N:18]([C:34]3[CH:39]=[CH:38][C:37]([C:40]([F:43])([F:42])[F:41])=[CH:36][CH:35]=3)[CH2:17]2)[CH:15]=1)[CH2:6][CH:7]([CH3:9])[CH3:8])[CH3:2]. The catalyst class is: 11. (10) Reactant: [Cl:1][C:2]1[CH:7]=[CH:6][C:5]([C:8]([C:11]2[N:15]([C:16]3[CH:21]=[CH:20][C:19]([F:22])=[CH:18][CH:17]=3)[C:14]([S:23][CH2:24][C:25]3[C:30]([F:31])=[CH:29][C:28]([S:32]([NH:35][C:36](=[O:40])OCC)(=[O:34])=[O:33])=[CH:27][C:26]=3[F:41])=[N:13][CH:12]=2)([CH3:10])[CH3:9])=[CH:4][C:3]=1[O:42][CH3:43].[NH2:44][N:45]1[CH2:50][CH2:49][O:48][CH2:47][CH2:46]1. Product: [Cl:1][C:2]1[CH:7]=[CH:6][C:5]([C:8]([C:11]2[N:15]([C:16]3[CH:17]=[CH:18][C:19]([F:22])=[CH:20][CH:21]=3)[C:14]([S:23][CH2:24][C:25]3[C:26]([F:41])=[CH:27][C:28]([S:32]([NH:35][C:36](=[O:40])[NH:44][N:45]4[CH2:50][CH2:49][O:48][CH2:47][CH2:46]4)(=[O:34])=[O:33])=[CH:29][C:30]=3[F:31])=[N:13][CH:12]=2)([CH3:10])[CH3:9])=[CH:4][C:3]=1[O:42][CH3:43]. The catalyst class is: 260.